This data is from NCI-60 drug combinations with 297,098 pairs across 59 cell lines. The task is: Regression. Given two drug SMILES strings and cell line genomic features, predict the synergy score measuring deviation from expected non-interaction effect. (1) Drug 1: CC(CN1CC(=O)NC(=O)C1)N2CC(=O)NC(=O)C2. Drug 2: CC1C(C(CC(O1)OC2CC(CC3=C2C(=C4C(=C3O)C(=O)C5=CC=CC=C5C4=O)O)(C(=O)C)O)N)O. Cell line: HL-60(TB). Synergy scores: CSS=38.1, Synergy_ZIP=-9.52, Synergy_Bliss=-17.7, Synergy_Loewe=-15.5, Synergy_HSA=-14.5. (2) Drug 1: CN1CCC(CC1)COC2=C(C=C3C(=C2)N=CN=C3NC4=C(C=C(C=C4)Br)F)OC. Drug 2: CCC1(C2=C(COC1=O)C(=O)N3CC4=CC5=C(C=CC(=C5CN(C)C)O)N=C4C3=C2)O.Cl. Cell line: NCI-H322M. Synergy scores: CSS=37.6, Synergy_ZIP=0.415, Synergy_Bliss=1.34, Synergy_Loewe=0.405, Synergy_HSA=0.811. (3) Drug 1: CC1=C(N=C(N=C1N)C(CC(=O)N)NCC(C(=O)N)N)C(=O)NC(C(C2=CN=CN2)OC3C(C(C(C(O3)CO)O)O)OC4C(C(C(C(O4)CO)O)OC(=O)N)O)C(=O)NC(C)C(C(C)C(=O)NC(C(C)O)C(=O)NCCC5=NC(=CS5)C6=NC(=CS6)C(=O)NCCC[S+](C)C)O. Drug 2: CC1=C(C(=O)C2=C(C1=O)N3CC4C(C3(C2COC(=O)N)OC)N4)N. Cell line: HOP-62. Synergy scores: CSS=64.4, Synergy_ZIP=-6.39, Synergy_Bliss=-7.16, Synergy_Loewe=-1.04, Synergy_HSA=1.06. (4) Drug 1: CC1=C(C(=CC=C1)Cl)NC(=O)C2=CN=C(S2)NC3=CC(=NC(=N3)C)N4CCN(CC4)CCO. Drug 2: C1C(C(OC1N2C=NC(=NC2=O)N)CO)O. Cell line: HOP-62. Synergy scores: CSS=5.37, Synergy_ZIP=0.253, Synergy_Bliss=2.15, Synergy_Loewe=-0.983, Synergy_HSA=-1.56. (5) Drug 1: CN(C)C1=NC(=NC(=N1)N(C)C)N(C)C. Drug 2: CC1C(C(CC(O1)OC2CC(OC(C2O)C)OC3=CC4=CC5=C(C(=O)C(C(C5)C(C(=O)C(C(C)O)O)OC)OC6CC(C(C(O6)C)O)OC7CC(C(C(O7)C)O)OC8CC(C(C(O8)C)O)(C)O)C(=C4C(=C3C)O)O)O)O. Cell line: TK-10. Synergy scores: CSS=2.31, Synergy_ZIP=4.32, Synergy_Bliss=5.81, Synergy_Loewe=-1.43, Synergy_HSA=1.26. (6) Drug 1: C1C(C(OC1N2C=NC3=C(N=C(N=C32)Cl)N)CO)O. Cell line: NCIH23. Drug 2: C1CN(P(=O)(OC1)NCCCl)CCCl. Synergy scores: CSS=36.4, Synergy_ZIP=-1.46, Synergy_Bliss=-3.64, Synergy_Loewe=-28.9, Synergy_HSA=-4.84. (7) Drug 1: CNC(=O)C1=NC=CC(=C1)OC2=CC=C(C=C2)NC(=O)NC3=CC(=C(C=C3)Cl)C(F)(F)F. Drug 2: C(CN)CNCCSP(=O)(O)O. Cell line: UACC-257. Synergy scores: CSS=-0.605, Synergy_ZIP=2.92, Synergy_Bliss=3.76, Synergy_Loewe=-0.236, Synergy_HSA=0.0203. (8) Drug 1: C1=C(C(=O)NC(=O)N1)N(CCCl)CCCl. Drug 2: CC(C)NC(=O)C1=CC=C(C=C1)CNNC.Cl. Cell line: OVCAR-8. Synergy scores: CSS=15.3, Synergy_ZIP=-4.14, Synergy_Bliss=-0.339, Synergy_Loewe=-12.0, Synergy_HSA=-1.14. (9) Drug 1: C1=NC2=C(N1)C(=S)N=C(N2)N. Drug 2: CCC(=C(C1=CC=CC=C1)C2=CC=C(C=C2)OCCN(C)C)C3=CC=CC=C3.C(C(=O)O)C(CC(=O)O)(C(=O)O)O. Cell line: MOLT-4. Synergy scores: CSS=48.4, Synergy_ZIP=6.20, Synergy_Bliss=2.79, Synergy_Loewe=-13.5, Synergy_HSA=2.87. (10) Drug 1: C1=CN(C=N1)CC(O)(P(=O)(O)O)P(=O)(O)O. Drug 2: C1CC(=O)NC(=O)C1N2C(=O)C3=CC=CC=C3C2=O. Cell line: ACHN. Synergy scores: CSS=0.354, Synergy_ZIP=-0.0337, Synergy_Bliss=-1.15, Synergy_Loewe=-2.23, Synergy_HSA=-1.48.